Dataset: Drug-target binding data from BindingDB using IC50 measurements. Task: Regression. Given a target protein amino acid sequence and a drug SMILES string, predict the binding affinity score between them. We predict pIC50 (pIC50 = -log10(IC50 in M); higher means more potent). Dataset: bindingdb_ic50. The small molecule is C[C@]12CC[C@H](O)C[C@]1(C=O)CC=C1CCC12. The target protein (O93875) has sequence MDIVLEICDYYLFDKVYADVFPKDGAVHEFLKPAIQSFSQIDFPSLPNLDSFDTNSTLISSNNFNISNVNPATIPSYLFSKIASYQDKSEIYGLAPKFFPATDFINTSFLARSNIFRETLSLFIITTIFGWLLYFIVAYLSYVFVFDKKIFNHPRYLKNQMSLEIKRATTAIPVMVLLTIPFFLLELNGYSFLYLDINECTGGYKAILWQIPKFILFTDCGIYFLHRWLHWPSVYKVLHKPHHKWIVCTPFASHAFHPVDGFFQSLPYHLYPLLFPLHKVLYLFLFTFVNFWTVMIHDGSYWSNDPVVNGTACHTVHHLYFNYNYGQFTTLWDRLGNSYRRPDDSLFVKDVKAEEEKKIWKEQTRKMEEIRGEVEGKVDDREYVEQ. The pIC50 is 3.9.